From a dataset of Catalyst prediction with 721,799 reactions and 888 catalyst types from USPTO. Predict which catalyst facilitates the given reaction. (1) Reactant: [Br-:1].[Br-].[Br-].[CH2:4]([N+](CCCC)(CCCC)CCCC)CCC.C([N+](CCCC)(CCCC)CCCC)CCC.C([N+](CCCC)(CCCC)CCCC)CCC.[CH2:55]([C:57]1[CH:63]=[CH:62][C:60](O)=[CH:59][C:58]=1[OH:64])[CH3:56].[C:65]([O-:68])([O-])=O.[K+].[K+].CC1[IH]C=CC=1. The catalyst class is: 22. Product: [Br:1][C:62]1[CH:63]=[C:57]([CH2:55][CH3:56])[C:58]([O:64][CH3:4])=[CH:59][C:60]=1[O:68][CH3:65]. (2) The catalyst class is: 220. Product: [C:1]1([CH3:21])[CH:2]=[CH:3][C:4]([S:7]([N:10]2[C:14]3=[N:15][CH:16]=[CH:17][CH:18]=[C:13]3[C:12]([CH2:19][OH:20])=[CH:11]2)(=[O:9])=[O:8])=[CH:5][CH:6]=1. Reactant: [C:1]1([CH3:21])[CH:6]=[CH:5][C:4]([S:7]([N:10]2[C:14]3=[N:15][CH:16]=[CH:17][CH:18]=[C:13]3[C:12]([CH:19]=[O:20])=[CH:11]2)(=[O:9])=[O:8])=[CH:3][CH:2]=1.B.C1COCC1. (3) Reactant: [NH:1]1[CH2:4][CH:3]([N:5]2[C:9]([C:10]3[CH:40]=[C:39]([Cl:41])[CH:38]=[CH:37][C:11]=3[O:12][C:13]3[CH:18]=[CH:17][C:16]([S:19]([N:22]([C:30]4[N:31]=[CH:32][S:33][CH:34]=4)C(=O)OC(C)(C)C)(=[O:21])=[O:20])=[CH:15][C:14]=3[C:35]#[N:36])=[CH:8][CH:7]=[N:6]2)[CH2:2]1. Product: [NH:1]1[CH2:2][CH:3]([N:5]2[C:9]([C:10]3[CH:40]=[C:39]([Cl:41])[CH:38]=[CH:37][C:11]=3[O:12][C:13]3[CH:18]=[CH:17][C:16]([S:19]([NH:22][C:30]4[N:31]=[CH:32][S:33][CH:34]=4)(=[O:21])=[O:20])=[CH:15][C:14]=3[C:35]#[N:36])=[CH:8][CH:7]=[N:6]2)[CH2:4]1. The catalyst class is: 89. (4) Reactant: [F:1][C:2]([F:12])([F:11])[C:3]([CH3:10])([CH3:9])[C:4](=O)[CH2:5][C:6]#[N:7].[OH-:13].[Na+].Cl.[NH2:16]O.C(Cl)(Cl)Cl. Product: [F:1][C:2]([F:12])([F:11])[C:3]([C:4]1[CH:5]=[C:6]([NH2:7])[O:13][N:16]=1)([CH3:10])[CH3:9]. The catalyst class is: 6. (5) Reactant: C[O:2][C:3]([CH:5]1[CH:10]([NH:11][S:12]([C:15]2[CH:20]=[CH:19][C:18]([O:21][CH2:22][C:23]3[C:32]4[C:27](=[CH:28][CH:29]=[CH:30][CH:31]=4)[N:26]=[C:25]([CH3:33])[CH:24]=3)=[CH:17][CH:16]=2)(=[O:14])=[O:13])[CH2:9][CH2:8][N:7]([C:34]([O:36][C:37]([CH3:40])([CH3:39])[CH3:38])=[O:35])[CH2:6]1)=[O:4].[OH-].[Li+]. Product: [C:37]([O:36][C:34]([N:7]1[CH2:8][CH2:9][CH:10]([NH:11][S:12]([C:15]2[CH:16]=[CH:17][C:18]([O:21][CH2:22][C:23]3[C:32]4[C:27](=[CH:28][CH:29]=[CH:30][CH:31]=4)[N:26]=[C:25]([CH3:33])[CH:24]=3)=[CH:19][CH:20]=2)(=[O:13])=[O:14])[CH:5]([C:3]([OH:4])=[O:2])[CH2:6]1)=[O:35])([CH3:40])([CH3:38])[CH3:39]. The catalyst class is: 87. (6) Reactant: [N:1]1[C:5]2[C:6]3[C:11]([CH2:12][CH2:13][C:4]=2[S:3][C:2]=1[NH:14][C:15](=O)[CH2:16][CH3:17])=[CH:10][CH:9]=[CH:8][CH:7]=3.[H-].[Al+3].[Li+].[H-].[H-].[H-].O.O.O.O.O.O.O.O.O.O.[O-]S([O-])(=O)=O.[Na+].[Na+]. Product: [CH2:15]([NH:14][C:2]1[S:3][C:4]2[CH2:13][CH2:12][C:11]3[C:6](=[CH:7][CH:8]=[CH:9][CH:10]=3)[C:5]=2[N:1]=1)[CH2:16][CH3:17]. The catalyst class is: 7. (7) Reactant: [CH2:1]([CH:4]1[CH:30]=[C:29]([CH3:31])[CH2:28][CH:27]([CH3:32])[CH2:26][CH:25]([O:33][CH3:34])[CH:24]2[O:35][C:20]([OH:39])([CH:21]([CH3:38])[CH2:22][CH:23]2[O:36][CH3:37])[C:19](=[O:40])[C:18](=[O:41])[N:17]2[CH:12]([CH2:13][CH2:14][CH2:15][CH2:16]2)[C:11](=[O:42])[O:10][CH:9]([C:43]([CH3:72])=[CH:44][CH:45]2[CH2:50][CH2:49][CH:48]([O:51][C:52](=[O:69])[CH2:53][CH2:54][CH2:55][CH2:56][CH2:57][CH2:58][C:59]([O:61][Si](C(C)(C)C)(C)C)=[O:60])[CH:47]([O:70][CH3:71])[CH2:46]2)[CH:8]([CH3:73])[CH:7]([O:74][Si](C(C)(C)C)(C)C)[CH2:6][C:5]1=[O:82])[CH:2]=[CH2:3].C(#N)C.F. Product: [CH2:1]([CH:4]1[CH:30]=[C:29]([CH3:31])[CH2:28][CH:27]([CH3:32])[CH2:26][CH:25]([O:33][CH3:34])[CH:24]2[O:35][C:20]([OH:39])([CH:21]([CH3:38])[CH2:22][CH:23]2[O:36][CH3:37])[C:19](=[O:40])[C:18](=[O:41])[N:17]2[CH:12]([CH2:13][CH2:14][CH2:15][CH2:16]2)[C:11](=[O:42])[O:10][CH:9]([C:43]([CH3:72])=[CH:44][CH:45]2[CH2:50][CH2:49][CH:48]([O:51][C:52](=[O:69])[CH2:53][CH2:54][CH2:55][CH2:56][CH2:57][CH2:58][C:59]([OH:61])=[O:60])[CH:47]([O:70][CH3:71])[CH2:46]2)[CH:8]([CH3:73])[CH:7]([OH:74])[CH2:6][C:5]1=[O:82])[CH:2]=[CH2:3]. The catalyst class is: 84.